The task is: Predict the reactants needed to synthesize the given product.. This data is from Full USPTO retrosynthesis dataset with 1.9M reactions from patents (1976-2016). (1) The reactants are: [N:1]1([C:7](=[O:9])[CH3:8])[CH2:6][CH2:5][NH:4][CH2:3][CH2:2]1.[C:10](#[N:13])[CH:11]=[CH2:12]. Given the product [C:7]([N:1]1[CH2:6][CH2:5][N:4]([CH2:12][CH2:11][C:10]#[N:13])[CH2:3][CH2:2]1)(=[O:9])[CH3:8], predict the reactants needed to synthesize it. (2) Given the product [CH3:24][O:23][N:22]([CH3:21])[C:17]([C@@H:13]1[CH2:14][CH2:15][CH2:16][C@H:12]1[C:9]1[CH:10]=[C:11]2[C:6](=[CH:7][CH:8]=1)[NH:5][CH:4]=[C:3]2[C:1]#[N:2])=[O:19], predict the reactants needed to synthesize it. The reactants are: [C:1]([C:3]1[C:11]2[C:6](=[CH:7][CH:8]=[C:9]([C@@H:12]3[CH2:16][CH2:15][CH2:14][C@H:13]3[C:17]([OH:19])=O)[CH:10]=2)[NH:5][CH:4]=1)#[N:2].Cl.[CH3:21][NH:22][O:23][CH3:24].Cl.CN(C)CCCN=C=NCC.C(N(CC)CC)C. (3) Given the product [CH3:25][O:24][C:7]1[CH:6]=[CH:5][C:4]2[N:3]=[C:2]([NH:26][C:27]3[CH:28]=[C:29]([CH3:33])[CH:30]=[CH:31][CH:32]=3)[C:11]3=[N:12][NH:13][CH:14]=[C:10]3[C:9]=2[CH:8]=1, predict the reactants needed to synthesize it. The reactants are: Cl[C:2]1[C:11]2=[N:12][N:13](CC3C=CC(OC)=CC=3)[CH:14]=[C:10]2[C:9]2[CH:8]=[C:7]([O:24][CH3:25])[CH:6]=[CH:5][C:4]=2[N:3]=1.[NH2:26][C:27]1[CH:32]=[CH:31][CH:30]=[C:29]([CH3:33])[CH:28]=1.Cl. (4) Given the product [NH2:6][CH2:7][CH2:8][C:9]1[CH:19]=[CH:18][C:12]([C:13]([O:15][CH2:16][CH3:17])=[O:14])=[CH:11][C:10]=1[N+:1]([O-:4])=[O:2], predict the reactants needed to synthesize it. The reactants are: [N+:1]([O-:4])([O-])=[O:2].[K+].[NH2:6][CH2:7][CH2:8][C:9]1[CH:19]=[CH:18][C:12]([C:13]([O:15][CH2:16][CH3:17])=[O:14])=[CH:11][CH:10]=1.